Task: Predict which catalyst facilitates the given reaction.. Dataset: Catalyst prediction with 721,799 reactions and 888 catalyst types from USPTO (1) Reactant: CN(C)/[CH:3]=[CH:4]/[C:5]1[C:6]([N+:19]([O-])=O)=[CH:7][C:8]([N+:16]([O-])=O)=[C:9]([CH:15]=1)[C:10]([O:12][CH2:13][CH3:14])=[O:11].[H][H]. Product: [NH2:16][C:8]1[CH:7]=[C:6]2[C:5]([CH:4]=[CH:3][NH:19]2)=[CH:15][C:9]=1[C:10]([O:12][CH2:13][CH3:14])=[O:11]. The catalyst class is: 592. (2) Reactant: [C:1]([C:4]1[CH:11]=[C:10]([Cl:12])[C:7]([C:8]#[N:9])=[C:6]([N:13]2[CH2:16][CH:15]([O:17][CH3:18])[CH2:14]2)[C:5]=1[O:19][CH2:20][CH3:21])(=[O:3])[CH3:2].[BH4-].[Na+]. Product: [Cl:12][C:10]1[C:7]([C:8]#[N:9])=[C:6]([N:13]2[CH2:16][CH:15]([O:17][CH3:18])[CH2:14]2)[C:5]([O:19][CH2:20][CH3:21])=[C:4]([CH:1]([OH:3])[CH3:2])[CH:11]=1. The catalyst class is: 5. (3) Reactant: [N:1]1[NH:2][C:3]([C:6]2[CH:7]=[N:8][NH:9][C:10]=2[NH2:11])=[CH:4][CH:5]=1.[Cl:12][C:13]1[CH:14]=[C:15]([C:20](=O)[CH2:21][C:22](OCC)=[O:23])[CH:16]=[CH:17][C:18]=1[Cl:19].CC1C=CC(S(O)(=O)=O)=CC=1. Product: [Cl:12][C:13]1[CH:14]=[C:15]([C:20]2[NH:11][C:10]3[N:9]([N:8]=[CH:7][C:6]=3[C:3]3[CH:4]=[CH:5][NH:1][N:2]=3)[C:22](=[O:23])[CH:21]=2)[CH:16]=[CH:17][C:18]=1[Cl:19]. The catalyst class is: 114. (4) Reactant: [N+:1]([C:4]1[CH:9]=[CH:8][C:7]([CH:10]2[CH2:12][O:11]2)=[CH:6][CH:5]=1)([O-:3])=[O:2].[NH:13]1[CH2:18][CH2:17][CH2:16][CH2:15][CH2:14]1.CO. Product: [N+:1]([C:4]1[CH:9]=[CH:8][C:7]([CH:10]([OH:11])[CH2:12][N:13]2[CH2:18][CH2:17][CH2:16][CH2:15][CH2:14]2)=[CH:6][CH:5]=1)([O-:3])=[O:2]. The catalyst class is: 412.